From a dataset of Catalyst prediction with 721,799 reactions and 888 catalyst types from USPTO. Predict which catalyst facilitates the given reaction. Reactant: [OH:1][C:2]1[N:6]([CH:7]([CH3:9])[CH3:8])[N:5]=[CH:4][C:3]=1[C:10]([C:12]1[C:13](=[O:26])[N:14]([C:20]2[CH:25]=[CH:24][CH:23]=[CH:22][CH:21]=2)[C:15](=[O:19])[N:16]([CH3:18])[N:17]=1)=[O:11].C(N(CC)CC)C.[CH2:34]([S:37](Cl)(=[O:39])=[O:38])[CH2:35][CH3:36]. Product: [CH2:34]([S:37]([O:1][C:2]1[N:6]([CH:7]([CH3:8])[CH3:9])[N:5]=[CH:4][C:3]=1[C:10]([C:12]1[C:13](=[O:26])[N:14]([C:20]2[CH:21]=[CH:22][CH:23]=[CH:24][CH:25]=2)[C:15](=[O:19])[N:16]([CH3:18])[N:17]=1)=[O:11])(=[O:39])=[O:38])[CH2:35][CH3:36]. The catalyst class is: 4.